From a dataset of Forward reaction prediction with 1.9M reactions from USPTO patents (1976-2016). Predict the product of the given reaction. (1) Given the reactants C(O[C:4]([C:6]1[C:10]([C:11]2[CH:16]=[CH:15][C:14]([Br:17])=[CH:13][CH:12]=2)=[CH:9][S:8][C:7]=1[NH:18][C:19](=[O:26])[CH2:20][C:21]([O:23][CH2:24][CH3:25])=[O:22])=[O:5])C.[H-].[Na+].Cl, predict the reaction product. The product is: [CH2:24]([O:23][C:21]([C:20]1[C:19](=[O:26])[NH:18][C:7]2[S:8][CH:9]=[C:10]([C:11]3[CH:12]=[CH:13][C:14]([Br:17])=[CH:15][CH:16]=3)[C:6]=2[C:4]=1[OH:5])=[O:22])[CH3:25]. (2) The product is: [F:1][C:2]1[CH:3]=[C:4]([C@H:8]2[CH2:12][CH2:11][CH2:10][N:9]2[C:13]2[CH:18]=[CH:17][N:16]3[N:19]=[CH:20][C:21]([NH:22][C:28]([N:30]4[CH2:31][CH2:32][O:38][CH2:37][CH2:34]4)=[O:29])=[C:15]3[N:14]=2)[CH:5]=[CH:6][CH:7]=1. Given the reactants [F:1][C:2]1[CH:3]=[C:4]([C@H:8]2[CH2:12][CH2:11][CH2:10][N:9]2[C:13]2[CH:18]=[CH:17][N:16]3[N:19]=[CH:20][C:21]([NH2:22])=[C:15]3[N:14]=2)[CH:5]=[CH:6][CH:7]=1.C1N=CN([C:28]([N:30]2[CH:34]=N[CH:32]=[CH:31]2)=[O:29])C=1.N1CC[O:38][CH2:37]C1, predict the reaction product. (3) Given the reactants [CH3:1][CH:2]([CH3:37])[CH2:3][C@H:4]([NH:25][C:26]([C:28]1[S:29][C:30]2[CH:36]=[CH:35][CH:34]=[CH:33][C:31]=2[CH:32]=1)=[O:27])[C:5]([NH:7][CH2:8][CH2:9][CH2:10][N:11]([CH3:24])S(C1C=CC=CC=1[N+]([O-])=O)(=O)=O)=[O:6].C1(S)C=CC=CC=1.C([O-])([O-])=O.[K+].[K+], predict the reaction product. The product is: [CH3:1][CH:2]([CH3:37])[CH2:3][C@H:4]([NH:25][C:26]([C:28]1[S:29][C:30]2[CH:36]=[CH:35][CH:34]=[CH:33][C:31]=2[CH:32]=1)=[O:27])[C:5]([NH:7][CH2:8][CH2:9][CH2:10][NH:11][CH3:24])=[O:6]. (4) Given the reactants [N:1]([CH2:4][CH:5]1[CH2:10][CH:9]([C:11]2[CH:16]=[CH:15][C:14]([C:17]([F:20])([F:19])[F:18])=[CH:13][CH:12]=2)[CH2:8][N:7]([C:21]([N:23]2[CH2:28][CH2:27][O:26][CH2:25][CH2:24]2)=[O:22])[CH2:6]1)=[N+]=[N-], predict the reaction product. The product is: [NH2:1][CH2:4][CH:5]1[CH2:10][CH:9]([C:11]2[CH:16]=[CH:15][C:14]([C:17]([F:18])([F:20])[F:19])=[CH:13][CH:12]=2)[CH2:8][N:7]([C:21]([N:23]2[CH2:28][CH2:27][O:26][CH2:25][CH2:24]2)=[O:22])[CH2:6]1. (5) Given the reactants [CH2:1]([O:8][CH2:9][CH2:10][CH2:11][C@H:12]([C:21]1[C:25]([I:26])=[C:24]([CH2:27][OH:28])[O:23][N:22]=1)[CH2:13][C:14]([O:16][C:17]([CH3:20])([CH3:19])[CH3:18])=[O:15])[C:2]1[CH:7]=[CH:6][CH:5]=[CH:4][CH:3]=1.CC(OI1(OC(C)=O)(OC(C)=O)OC(=O)C2C=CC=CC1=2)=O.S([O-])([O-])=O.[Na+].[Na+].C(=O)([O-])O.[Na+], predict the reaction product. The product is: [CH2:1]([O:8][CH2:9][CH2:10][CH2:11][C@H:12]([C:21]1[C:25]([I:26])=[C:24]([CH:27]=[O:28])[O:23][N:22]=1)[CH2:13][C:14]([O:16][C:17]([CH3:19])([CH3:20])[CH3:18])=[O:15])[C:2]1[CH:3]=[CH:4][CH:5]=[CH:6][CH:7]=1.